This data is from hERG Central: cardiac toxicity at 1µM, 10µM, and general inhibition. The task is: Predict hERG channel inhibition at various concentrations. (1) The compound is O=C(CN1C(=O)NC2(CCc3ccccc32)C1=O)c1ccc(F)cc1. Results: hERG_inhib (hERG inhibition (general)): blocker. (2) The compound is O=C(c1cccc(Br)c1)N1CCN(C2=NS(=O)(=O)c3ccccc32)CC1. Results: hERG_inhib (hERG inhibition (general)): blocker. (3) The compound is CC(=O)Nc1ccc(CN2CCCC(C(=O)c3ccc(C(F)(F)F)cc3)C2)cc1. Results: hERG_inhib (hERG inhibition (general)): blocker.